Dataset: Catalyst prediction with 721,799 reactions and 888 catalyst types from USPTO. Task: Predict which catalyst facilitates the given reaction. Reactant: [CH2:1]1[CH:12]2[CH:4]([NH:5][C:6]3[C:7]([C:13]([NH:15][C@@H:16]([CH3:20])[C:17](O)=[O:18])=[O:14])=[CH:8][CH:9]=[CH:10][C:11]=32)[CH2:3][CH2:2]1. Product: [CH3:20][C@@H:16]1[NH:15][C:13](=[O:14])[C:7]2=[C:6]3[C:11](=[CH:10][CH:9]=[CH:8]2)[CH:12]2[CH2:1][CH2:2][CH2:3][CH:4]2[N:5]3[C:17]1=[O:18]. The catalyst class is: 15.